This data is from NCI-60 drug combinations with 297,098 pairs across 59 cell lines. The task is: Regression. Given two drug SMILES strings and cell line genomic features, predict the synergy score measuring deviation from expected non-interaction effect. Drug 1: CS(=O)(=O)CCNCC1=CC=C(O1)C2=CC3=C(C=C2)N=CN=C3NC4=CC(=C(C=C4)OCC5=CC(=CC=C5)F)Cl. Drug 2: C(CCl)NC(=O)N(CCCl)N=O. Cell line: SNB-75. Synergy scores: CSS=3.82, Synergy_ZIP=-3.13, Synergy_Bliss=-3.62, Synergy_Loewe=-37.8, Synergy_HSA=-3.47.